From a dataset of Reaction yield outcomes from USPTO patents with 853,638 reactions. Predict the reaction yield, written as a fraction of the theoretical maximum amount of product (1.0 means a 100% yield; for example, 0.34 means a 34% yield). (1) The reactants are [C:1]([NH:4][NH:5][C:6](=O)[CH2:7][CH2:8][C:9]1[N:10]=[C:11]([NH:14][C:15]2[C:20]([O:21][C:22]3[CH:27]=[CH:26][CH:25]=[CH:24][CH:23]=3)=[CH:19][C:18]([Br:28])=[CH:17][N:16]=2)[S:12][CH:13]=1)(=[O:3])[CH3:2].O=P(Cl)(Cl)Cl. The catalyst is C(#N)C. The product is [Br:28][C:18]1[CH:19]=[C:20]([O:21][C:22]2[CH:27]=[CH:26][CH:25]=[CH:24][CH:23]=2)[C:15]([NH:14][C:11]2[S:12][CH:13]=[C:9]([CH2:8][CH2:7][C:6]3[O:3][C:1]([CH3:2])=[N:4][N:5]=3)[N:10]=2)=[N:16][CH:17]=1. The yield is 0.301. (2) The reactants are CO[C:3]1[CH:4]=[C:5]2[C:10](=[CH:11][C:12]=1[O:13][CH3:14])[N:9]=[CH:8][CH:7]=[C:6]2[O:15][C:16]1[CH:23]=[CH:22][C:21]([CH3:24])=[CH:20][C:17]=1[CH:18]=O.[NH:25]1[CH2:30][CH2:29][CH2:28][CH2:27][CH2:26]1.[BH4-].[Na+].C(OCC)(=O)C.[CH3:39][OH:40]. The catalyst is O. The product is [CH3:39][O:40][C:3]1[CH:4]=[C:5]2[C:10](=[CH:11][C:12]=1[O:13][CH3:14])[N:9]=[CH:8][CH:7]=[C:6]2[O:15][C:16]1[CH:23]=[CH:22][C:21]([CH3:24])=[CH:20][C:17]=1[CH2:18][N:25]1[CH2:30][CH2:29][CH2:28][CH2:27][CH2:26]1. The yield is 0.660. (3) The reactants are B(Br)(Br)Br.[CH3:5][NH:6][C:7]([C:9]1[C:10]2[CH:18]=[CH:17][C:16]([O:19]C)=[CH:15][C:11]=2[S:12][C:13]=1[CH3:14])=[O:8]. The catalyst is C(Cl)Cl. The product is [CH3:5][NH:6][C:7]([C:9]1[C:10]2[CH:18]=[CH:17][C:16]([OH:19])=[CH:15][C:11]=2[S:12][C:13]=1[CH3:14])=[O:8]. The yield is 0.970. (4) The reactants are [F:1][C:2]1[CH:7]=[CH:6][CH:5]=[CH:4][C:3]=1[C@H:8]1[C:12]([C:20]2[CH:25]=[CH:24][C:23]([F:26])=[CH:22][CH:21]=2)([C:13]2[CH:18]=[CH:17][C:16]([F:19])=[CH:15][CH:14]=2)[O:11][C:10](=[O:27])[N:9]1[CH2:28][C:29]([NH:31][NH2:32])=O.Cl.[CH:34](=[NH:38])OCC. The catalyst is CN1C(=O)CCC1.C(OCC)(=O)C. The product is [N:32]1[N:31]=[C:29]([CH2:28][N:9]2[C@@H:8]([C:3]3[CH:4]=[CH:5][CH:6]=[CH:7][C:2]=3[F:1])[C:12]([C:13]3[CH:14]=[CH:15][C:16]([F:19])=[CH:17][CH:18]=3)([C:20]3[CH:25]=[CH:24][C:23]([F:26])=[CH:22][CH:21]=3)[O:11][C:10]2=[O:27])[NH:38][CH:34]=1. The yield is 0.150.